This data is from Human liver microsome stability data. The task is: Regression/Classification. Given a drug SMILES string, predict its absorption, distribution, metabolism, or excretion properties. Task type varies by dataset: regression for continuous measurements (e.g., permeability, clearance, half-life) or binary classification for categorical outcomes (e.g., BBB penetration, CYP inhibition). Dataset: hlm. (1) The compound is CNC(=O)[C@@H](NC(=O)c1ccc(-c2ccc(CSc3nc(O)c4c(n3)CCC4)c(F)c2)o1)C(C)C. The result is 1 (stable in human liver microsomes). (2) The molecule is N#C[C@@H]1CCCN1C(=O)c1ccccc1C(=O)NCc1ccccc1. The result is 0 (unstable in human liver microsomes).